From a dataset of Full USPTO retrosynthesis dataset with 1.9M reactions from patents (1976-2016). Predict the reactants needed to synthesize the given product. (1) Given the product [F:18][C:19]([F:27])([F:28])[C:20]1[CH:25]=[CH:24][C:23]([O:26][C:2]2[CH:7]=[C:6]([O:8][CH2:9][C:10]#[CH:11])[N:5]=[CH:4][N:3]=2)=[CH:22][CH:21]=1, predict the reactants needed to synthesize it. The reactants are: Cl[C:2]1[CH:7]=[C:6]([O:8][CH2:9][C:10]#[CH:11])[N:5]=[CH:4][N:3]=1.C(=O)([O-])[O-].[K+].[K+].[F:18][C:19]([F:28])([F:27])[C:20]1[CH:25]=[CH:24][C:23]([OH:26])=[CH:22][CH:21]=1.[Cl-].[NH4+]. (2) Given the product [C:1]([C:5]1[CH:6]=[C:7]2[C:12](=[C:13]([F:15])[CH:14]=1)[C:11](=[O:16])[N:10]([C:17]1[CH:27]=[CH:26][CH:25]=[C:24]([C:28]3[CH:29]=[C:30]([NH:37][C:38]4[CH:39]=[CH:40][C:41]([C:44]([N:46]5[CH2:47][CH2:48][O:49][CH2:50][CH2:51]5)=[O:45])=[CH:42][CH:43]=4)[C:31]4[N:32]([CH:34]=[CH:35][N:36]=4)[CH:33]=3)[C:18]=1[CH2:19][OH:20])[N:9]=[CH:8]2)([CH3:4])([CH3:2])[CH3:3], predict the reactants needed to synthesize it. The reactants are: [C:1]([C:5]1[CH:6]=[C:7]2[C:12](=[C:13]([F:15])[CH:14]=1)[C:11](=[O:16])[N:10]([C:17]1[CH:27]=[CH:26][CH:25]=[C:24]([C:28]3[CH:29]=[C:30]([NH:37][C:38]4[CH:43]=[CH:42][C:41]([C:44]([N:46]5[CH2:51][CH2:50][O:49][CH2:48][CH2:47]5)=[O:45])=[CH:40][CH:39]=4)[C:31]4[N:32]([CH:34]=[CH:35][N:36]=4)[CH:33]=3)[C:18]=1[CH2:19][O:20]C(=O)C)[N:9]=[CH:8]2)([CH3:4])([CH3:3])[CH3:2].C([O-])([O-])=O.[K+].[K+].O. (3) Given the product [F:30][C@H:2]([C:17]1[CH:22]=[CH:21][CH:20]=[CH:19][CH:18]=1)[C@@H:3]([C:7]1[CH:16]=[CH:15][C:14]2[C:9](=[CH:10][CH:11]=[CH:12][CH:13]=2)[CH:8]=1)[CH2:4][NH:5][CH3:6], predict the reactants needed to synthesize it. The reactants are: O[C@@H:2]([C:17]1[CH:22]=[CH:21][CH:20]=[CH:19][CH:18]=1)[C@@H:3]([C:7]1[CH:16]=[CH:15][C:14]2[C:9](=[CH:10][CH:11]=[CH:12][CH:13]=2)[CH:8]=1)[CH2:4][NH:5][CH3:6].Cl.C(N(S(F)(F)[F:30])CC)C.O. (4) The reactants are: Br[C:2]1[CH:10]=[CH:9][CH:8]=[C:7]2[C:3]=1[CH:4]=[C:5]([C:20]([O:22][CH2:23][CH3:24])=[O:21])[N:6]2[CH2:11][C:12]1[CH:17]=[CH:16][C:15]([Cl:18])=[C:14]([Cl:19])[CH:13]=1.C([Sn](CCCC)(CCCC)[C:30]1[CH:35]=[CH:34][CH:33]=[CH:32][N:31]=1)CCC.[Cl-].[Li+]. Given the product [Cl:19][C:14]1[CH:13]=[C:12]([CH:17]=[CH:16][C:15]=1[Cl:18])[CH2:11][N:6]1[C:7]2[C:3](=[C:2]([C:30]3[CH:35]=[CH:34][CH:33]=[CH:32][N:31]=3)[CH:10]=[CH:9][CH:8]=2)[CH:4]=[C:5]1[C:20]([O:22][CH2:23][CH3:24])=[O:21], predict the reactants needed to synthesize it. (5) Given the product [CH3:8][O:9][C:10]1[CH:11]=[C:12]([CH:13]=[CH:14][C:15]=1[O:16][CH3:17])[CH2:18][CH2:19][NH:20][C:1](=[O:3])[CH3:2], predict the reactants needed to synthesize it. The reactants are: [C:1](OC(=O)C)(=[O:3])[CH3:2].[CH3:8][O:9][C:10]1[CH:11]=[C:12]([CH2:18][CH2:19][NH2:20])[CH:13]=[CH:14][C:15]=1[O:16][CH3:17].CCN(CC)CC. (6) Given the product [Br:1][C:2]1[CH:7]=[CH:6][C:5]([NH:8][C:9](=[S:23])[CH:10]([CH3:12])[CH3:11])=[CH:4][CH:3]=1, predict the reactants needed to synthesize it. The reactants are: [Br:1][C:2]1[CH:7]=[CH:6][C:5]([NH:8][C:9](=O)[CH:10]([CH3:12])[CH3:11])=[CH:4][CH:3]=1.COC1C=CC(P2(=S)SP(=S)(C3C=CC(OC)=CC=3)[S:23]2)=CC=1.